This data is from Full USPTO retrosynthesis dataset with 1.9M reactions from patents (1976-2016). The task is: Predict the reactants needed to synthesize the given product. Given the product [Cl:27][C:7]1[CH:6]=[CH:5][C:4]([C:9]2[N:14]=[CH:13][N:12]=[C:11]([NH:15][C:16]3[CH:17]=[C:18]([CH2:22][S:23]([NH2:26])(=[O:25])=[O:24])[CH:19]=[CH:20][CH:21]=3)[N:10]=2)=[C:3]([O:2][CH3:1])[CH:8]=1, predict the reactants needed to synthesize it. The reactants are: [CH3:1][O:2][C:3]1[CH:8]=[CH:7][CH:6]=[CH:5][C:4]=1[C:9]1[N:14]=[CH:13][N:12]=[C:11]([NH:15][C:16]2[CH:17]=[C:18]([CH2:22][S:23]([NH2:26])(=[O:25])=[O:24])[CH:19]=[CH:20][CH:21]=2)[N:10]=1.[Cl:27]C1N=CN=C(NC2C=C(CS(N)(=O)=O)C=CC=2)N=1.ClC1C=CC(B(O)O)=C(OC)C=1.